From a dataset of Reaction yield outcomes from USPTO patents with 853,638 reactions. Predict the reaction yield, written as a fraction of the theoretical maximum amount of product (1.0 means a 100% yield; for example, 0.34 means a 34% yield). (1) The reactants are C([NH:8][C:9]1[C:18]2[C:13](=[CH:14][CH:15]=[CH:16][CH:17]=2)[N:12]=[C:11](Cl)[CH:10]=1)C1C=CC=CC=1.[CH3:20][NH:21][CH3:22]. The catalyst is O.O.O.O.O.S([O-])([O-])(=O)=O.[Cu+2].O. The product is [CH2:9]([C:10]1[C:11]([N:21]([CH3:22])[CH3:20])=[N:12][C:13]2[C:18]([C:9]=1[NH2:8])=[CH:17][CH:16]=[CH:15][CH:14]=2)[C:18]1[CH:13]=[CH:14][CH:15]=[CH:16][CH:17]=1. The yield is 0.680. (2) The reactants are [NH2:1][C:2]1[N:3]([CH3:30])[C:4](=[O:29])[C:5]2([N:28]=1)[CH:18]1[CH:13]([CH2:14][CH:15]([O:19][Si](C(C)(C)C)(C)C)[CH2:16][CH2:17]1)[O:12][C:11]1[C:6]2=[CH:7][C:8]([Br:27])=[CH:9][CH:10]=1. The catalyst is Cl.O1CCOCC1. The product is [NH2:1][C:2]1[N:3]([CH3:30])[C:4](=[O:29])[C:5]2([N:28]=1)[CH:18]1[CH:13]([CH2:14][CH:15]([OH:19])[CH2:16][CH2:17]1)[O:12][C:11]1[C:6]2=[CH:7][C:8]([Br:27])=[CH:9][CH:10]=1. The yield is 0.290. (3) The reactants are I[C:2]1[CH:7]=[CH:6][CH:5]=[CH:4][C:3]=1[N+:8]([O-])=O.[C:11]([NH:14][C:15]1[CH:20]=[CH:19][CH:18]=[CH:17][N:16]=1)(=O)[CH3:12]. No catalyst specified. The product is [CH3:12][C:11]1[N:14]([C:15]2[CH:20]=[CH:19][CH:18]=[CH:17][N:16]=2)[C:2]2[CH:7]=[CH:6][CH:5]=[CH:4][C:3]=2[N:8]=1. The yield is 0.380. (4) The reactants are C(OC([N:8]1[CH2:11][CH:10]([NH:12][C:13]2[CH:14]=[CH:15][C:16]3[O:25][CH2:24][CH2:23][C:22]4[CH:21]=[C:20]([C:26]5[N:27]([C:31]6[CH:36]=[CH:35][C:34]([F:37])=[CH:33][C:32]=6[F:38])[N:28]=[CH:29][N:30]=5)[S:19][C:18]=4[C:17]=3[N:39]=2)[CH2:9]1)=O)(C)(C)C.Cl. The catalyst is CCOC(C)=O. The product is [NH:8]1[CH2:11][CH:10]([NH:12][C:13]2[CH:14]=[CH:15][C:16]3[O:25][CH2:24][CH2:23][C:22]4[CH:21]=[C:20]([C:26]5[N:27]([C:31]6[CH:36]=[CH:35][C:34]([F:37])=[CH:33][C:32]=6[F:38])[N:28]=[CH:29][N:30]=5)[S:19][C:18]=4[C:17]=3[N:39]=2)[CH2:9]1. The yield is 0.870. (5) The reactants are [NH2:1][C:2]1[C:7]2[N:8]([CH3:12])[C:9](=[O:11])[NH:10][C:6]=2[CH:5]=[CH:4][CH:3]=1.[CH:13](=O)[CH2:14][CH3:15].C([BH3-])#N.[Na+]. The catalyst is CO. The product is [CH3:12][N:8]1[C:7]2[C:2]([NH:1][CH2:13][CH2:14][CH3:15])=[CH:3][CH:4]=[CH:5][C:6]=2[NH:10][C:9]1=[O:11]. The yield is 0.630. (6) The reactants are Br[CH:2]([C:8]1[CH:13]=[CH:12][CH:11]=[CH:10][CH:9]=1)[C:3]([O:5]CC)=[O:4].[F:14][C:15]([F:25])([F:24])[O:16][C:17]1[CH:18]=[C:19]([CH:21]=[CH:22][CH:23]=1)[NH2:20].CCN(C(C)C)C(C)C.O.[OH-].[Li+].[ClH:38]. The yield is 1.00. The catalyst is C(#N)C.O1CCOCC1.O. The product is [ClH:38].[C:8]1([CH:2]([NH:20][C:19]2[CH:21]=[CH:22][CH:23]=[C:17]([O:16][C:15]([F:14])([F:24])[F:25])[CH:18]=2)[C:3]([OH:5])=[O:4])[CH:9]=[CH:10][CH:11]=[CH:12][CH:13]=1.